From a dataset of Forward reaction prediction with 1.9M reactions from USPTO patents (1976-2016). Predict the product of the given reaction. (1) Given the reactants [Cl:1][C:2]1[S:9][C:8]2[CH:7]=[C:6]([C:10](=[O:21])[NH:11][CH2:12][CH2:13][C:14]3[CH:19]=[CH:18][CH:17]=[CH:16][C:15]=3[OH:20])[NH:5][C:4]=2[C:3]=1[Cl:22].[CH3:23][O:24][CH:25](O)[CH3:26].C1(P(C2C=CC=CC=2)C2C=CC=CC=2)C=CC=CC=1.CC(OC(/N=N/C(OC(C)C)=O)=O)C, predict the reaction product. The product is: [Cl:1][C:2]1[S:9][C:8]2[CH:7]=[C:6]([C:10](=[O:21])[NH:11][CH2:12][CH2:13][C:14]3[CH:19]=[CH:18][CH:17]=[CH:16][C:15]=3[O:20][CH2:26][CH2:25][O:24][CH3:23])[NH:5][C:4]=2[C:3]=1[Cl:22]. (2) Given the reactants F[C:2](F)(F)[C:3]([O-])=O.[N:8]1[CH:13]=[CH:12][CH:11]=[C:10]([C:14]2([CH2:17][NH2:18])[CH2:16][CH2:15]2)[CH:9]=1.[S:19]1[CH:23]=[CH:22][N:21]=[C:20]1[N:24]1[CH:28]=[CH:27][CH:26]=[C:25]1[CH:29]=O, predict the reaction product. The product is: [N:8]1[CH:13]=[CH:12][CH:11]=[C:10]([C:14]2([CH2:17][N:18]([CH2:29][C:25]3[N:24]([C:20]4[S:19][CH:2]=[CH:3][N:21]=4)[CH:28]=[CH:27][CH:26]=3)[CH2:29][C:25]3[N:24]([C:20]4[S:19][CH:23]=[CH:22][N:21]=4)[CH:28]=[CH:27][CH:26]=3)[CH2:15][CH2:16]2)[CH:9]=1. (3) Given the reactants [CH3:1][O:2][C:3]1[CH:4]=[C:5]2[C:10](=[CH:11][C:12]=1[O:13][CH3:14])[N:9]=[CH:8][N:7]=[C:6]2[O:15][C:16]1[CH:22]=[CH:21][C:19]([NH2:20])=[CH:18][CH:17]=1.Cl[C:24](Cl)([O:26]C(=O)OC(Cl)(Cl)Cl)Cl.[CH3:35][CH2:36][CH:37]([OH:42])[CH2:38][CH2:39][CH2:40][CH3:41].C(=O)(O)[O-].[Na+], predict the reaction product. The product is: [CH3:1][O:2][C:3]1[CH:4]=[C:5]2[C:10](=[CH:11][C:12]=1[O:13][CH3:14])[N:9]=[CH:8][N:7]=[C:6]2[O:15][C:16]1[CH:22]=[CH:21][C:19]([NH:20][C:24](=[O:26])[O:42][CH:37]([CH2:36][CH3:35])[CH2:38][CH2:39][CH2:40][CH3:41])=[CH:18][CH:17]=1. (4) Given the reactants [P:1]([O:7][C@:8]([CH3:40])([CH2:13][CH2:14][C:15]1[O:19][N:18]=[C:17]([C:20]2[CH:25]=[CH:24][C:23]([CH3:26])=[C:22]([NH:27][C:28]([C:30]3[N:34]4[CH:35]=[CH:36][C:37]([CH3:39])=[CH:38][C:33]4=[N:32][CH:31]=3)=[O:29])[CH:21]=2)[N:16]=1)[C:9]([F:12])([F:11])[F:10])([O:5]C)([O:3]C)=[O:2].Br[Si](C)(C)C, predict the reaction product. The product is: [P:1]([OH:3])([OH:5])([O:7][C@:8]([CH3:40])([CH2:13][CH2:14][C:15]1[O:19][N:18]=[C:17]([C:20]2[CH:25]=[CH:24][C:23]([CH3:26])=[C:22]([NH:27][C:28]([C:30]3[N:34]4[CH:35]=[CH:36][C:37]([CH3:39])=[CH:38][C:33]4=[N:32][CH:31]=3)=[O:29])[CH:21]=2)[N:16]=1)[C:9]([F:11])([F:10])[F:12])=[O:2]. (5) Given the reactants FC(F)(F)C(O)=O.C(O[C:13]([N:15]1[CH2:19][CH2:18][CH2:17][C@H:16]1[CH2:20][NH:21][CH2:22][C:23]1[O:24][C:25]2[CH:31]=[CH:30][CH:29]=[CH:28][C:26]=2[CH:27]=1)=O)(C)(C)C.C(N(CC)CC)C.[CH3:39][O:40][C:41]1[C:46]2[O:47][C:48]([CH3:51])([CH3:50])[O:49][C:45]=2[CH:44]=[C:43]([C:52](Cl)=[O:53])[CH:42]=1.[C:55]1(=O)[CH2:58]C[CH2:56]1.C(O[BH-](OC(=O)C)OC(=O)C)(=O)C.[Na+], predict the reaction product. The product is: [O:24]1[C:25]2[CH:31]=[CH:30][CH:29]=[CH:28][C:26]=2[CH:27]=[C:23]1[CH2:22][N:21]([CH2:20][C@@H:16]1[CH2:17][CH2:18][CH2:19][N:15]1[CH:13]1[CH2:58][CH2:55][CH2:56]1)[C:52]([C:43]1[CH:42]=[C:41]([O:40][CH3:39])[C:46]2[O:47][C:48]([CH3:51])([CH3:50])[O:49][C:45]=2[CH:44]=1)=[O:53]. (6) Given the reactants CN(C)[C:3](=O)[CH3:4].[Cl:7][C:8]1[N:13]=[C:12]([NH2:14])[N:11]=[C:10]([NH:15][CH:16]2[CH2:21][CH2:20][O:19][CH2:18][CH2:17]2)[C:9]=1[NH2:22].C(C(CC)(CC)C([O-])([O-])[O-])C.C(=O)(O)[O-].[Na+], predict the reaction product. The product is: [Cl:7][C:8]1[N:13]=[C:12]([NH2:14])[N:11]=[C:10]2[C:9]=1[N:22]=[C:3]([CH3:4])[N:15]2[CH:16]1[CH2:17][CH2:18][O:19][CH2:20][CH2:21]1. (7) Given the reactants [OH:1][C:2]1[C:7]2[O:8][C:9]3[CH2:14][CH2:13][N:12]([C:15]([O:17][C:18]([CH3:21])([CH3:20])[CH3:19])=[O:16])[CH2:11][C:10]=3[C:6]=2[CH:5]=[C:4]([O:22][C:23]2[CH:28]=[CH:27][CH:26]=[CH:25][CH:24]=2)[CH:3]=1.[CH3:29]OC, predict the reaction product. The product is: [CH3:29][O:1][C:2]1[C:7]2[O:8][C:9]3[CH2:14][CH2:13][N:12]([C:15]([O:17][C:18]([CH3:21])([CH3:20])[CH3:19])=[O:16])[CH2:11][C:10]=3[C:6]=2[CH:5]=[C:4]([O:22][C:23]2[CH:24]=[CH:25][CH:26]=[CH:27][CH:28]=2)[CH:3]=1. (8) Given the reactants C[O:2][C:3](=[O:31])[C:4]1[CH:9]=[CH:8][CH:7]=[C:6]([O:10][CH:11]2[CH2:16][CH2:15][CH:14]([CH3:17])[N:13]([C:18](=[O:30])[C:19]3[CH:24]=[CH:23][CH:22]=[CH:21][C:20]=3[N:25]3[N:29]=[CH:28][CH:27]=[N:26]3)[CH2:12]2)[CH:5]=1.[Li+].[OH-].O, predict the reaction product. The product is: [CH3:17][CH:14]1[N:13]([C:18](=[O:30])[C:19]2[CH:24]=[CH:23][CH:22]=[CH:21][C:20]=2[N:25]2[N:29]=[CH:28][CH:27]=[N:26]2)[CH2:12][CH:11]([O:10][C:6]2[CH:5]=[C:4]([CH:9]=[CH:8][CH:7]=2)[C:3]([OH:31])=[O:2])[CH2:16][CH2:15]1. (9) Given the reactants C[Si](C)(C)[N-][Si](C)(C)C.[Li+].[N+:11]([CH2:13]S(C1C=CC(C)=CC=1)(=O)=O)#[C-:12].[N+:24]([C:27]1[CH:32]=[CH:31][C:30](/[CH:33]=[CH:34]/[C:35]([O:37][CH2:38][CH3:39])=[O:36])=[CH:29][CH:28]=1)([O-:26])=[O:25].C(=O)(O)[O-].[Na+], predict the reaction product. The product is: [N+:24]([C:27]1[CH:28]=[CH:29][C:30]([C:33]2[C:34]([C:35]([O:37][CH2:38][CH3:39])=[O:36])=[CH:12][NH:11][CH:13]=2)=[CH:31][CH:32]=1)([O-:26])=[O:25].